This data is from Full USPTO retrosynthesis dataset with 1.9M reactions from patents (1976-2016). The task is: Predict the reactants needed to synthesize the given product. (1) Given the product [C:42]([O:41][C:39](=[O:40])[NH:38][C@H:35]1[CH2:34][CH2:33][C@H:32]([O:26][C:4]2[C:5]3[CH2:16][CH:15]=[CH:14][CH2:13][CH2:12][C:11]4[CH:17]=[C:18]([CH3:23])[N:19]=[C:20]([O:21][CH3:22])[C:10]=4[CH2:9][NH:8][C:7](=[O:24])[C:6]=3[CH:25]=[C:2]([Cl:1])[CH:3]=2)[CH2:37][CH2:36]1)([CH3:45])([CH3:43])[CH3:44], predict the reactants needed to synthesize it. The reactants are: [Cl:1][C:2]1[CH:3]=[C:4]([OH:26])[C:5]2[CH2:16][CH:15]=[CH:14][CH2:13][CH2:12][C:11]3[CH:17]=[C:18]([CH3:23])[N:19]=[C:20]([O:21][CH3:22])[C:10]=3[CH2:9][NH:8][C:7](=[O:24])[C:6]=2[CH:25]=1.CS(O[C@H:32]1[CH2:37][CH2:36][C@@H:35]([NH:38][C:39]([O:41][C:42]([CH3:45])([CH3:44])[CH3:43])=[O:40])[CH2:34][CH2:33]1)(=O)=O.C([O-])([O-])=O.[Cs+].[Cs+]. (2) The reactants are: [F:1][C:2]1[CH:17]=[CH:16][C:5]([CH2:6][O:7][C:8]2[CH:9]=[CH:10][C:11]([CH:14]=O)=[N:12][CH:13]=2)=[CH:4][CH:3]=1.[CH3:18][O:19][C:20](=[O:39])[CH:21](P(OC)(OC)=O)[O:22][C:23]([O:25][C:26]([CH3:32])([CH3:31])[C:27]([Cl:30])([Cl:29])[Cl:28])=[O:24].C[Si](N[Si](C)(C)C)(C)C.[Li].[Cl-].[NH4+]. Given the product [CH3:18][O:19][C:20](=[O:39])[C:21]([O:22][C:23]([O:25][C:26]([CH3:31])([CH3:32])[C:27]([Cl:28])([Cl:30])[Cl:29])=[O:24])=[CH:14][C:11]1[CH:10]=[CH:9][C:8]([O:7][CH2:6][C:5]2[CH:16]=[CH:17][C:2]([F:1])=[CH:3][CH:4]=2)=[CH:13][N:12]=1, predict the reactants needed to synthesize it. (3) Given the product [CH3:1][N:2]1[CH2:7][CH2:6][N:5]([CH2:8][C:9]2[CH:10]=[CH:11][C:12]([CH:15]=[O:16])=[N:13][CH:14]=2)[CH2:4][CH2:3]1, predict the reactants needed to synthesize it. The reactants are: [CH3:1][N:2]1[CH2:7][CH2:6][N:5]([CH2:8][C:9]2[CH:10]=[CH:11][C:12]([CH2:15][OH:16])=[N:13][CH:14]=2)[CH2:4][CH2:3]1. (4) Given the product [CH2:1]([NH:8][C:9]1[N:17]=[CH:16][N:15]=[C:14]2[C:10]=1[N:11]=[C:12]([N:29]([CH3:30])[CH3:28])[N:13]2[C@@H:18]1[O:24][C@H:23]([CH2:25][OH:26])[C@@H:21]([OH:22])[C@H:19]1[OH:20])[C:2]1[CH:7]=[CH:6][CH:5]=[CH:4][CH:3]=1, predict the reactants needed to synthesize it. The reactants are: [CH2:1]([NH:8][C:9]1[N:17]=[CH:16][N:15]=[C:14]2[C:10]=1[N:11]=[C:12](Br)[N:13]2[C@@H:18]1[O:24][C@H:23]([CH2:25][OH:26])[C@@H:21]([OH:22])[C@H:19]1[OH:20])[C:2]1[CH:7]=[CH:6][CH:5]=[CH:4][CH:3]=1.[CH3:28][NH:29][CH3:30]. (5) Given the product [CH3:1][C:2]1([CH3:5])[CH:3]2[CH2:23][C:22]2([C:24]([O:26][CH2:27][CH3:28])=[O:25])[C:21]2[CH:20]=[C:19]([C:29]([F:30])([F:31])[F:32])[CH:18]=[CH:17][C:16]=2[O:4]1, predict the reactants needed to synthesize it. The reactants are: [CH3:1][C:2]([CH3:5])([O-:4])[CH3:3].[K+].[I-].C[S+](C)(C)=O.CC1(C)[CH:23]=[C:22]([C:24]([O:26][CH2:27][CH3:28])=[O:25])[C:21]2[C:16](=[CH:17][CH:18]=[C:19]([C:29]([F:32])([F:31])[F:30])[CH:20]=2)O1.